Dataset: Forward reaction prediction with 1.9M reactions from USPTO patents (1976-2016). Task: Predict the product of the given reaction. (1) Given the reactants B([C:4]1[CH:12]=[CH:11][C:7]([C:8]([OH:10])=[O:9])=[CH:6][CH:5]=1)(O)O.Br[C:14]1[CH:15]=[C:16]2[C:21](=[CH:22][CH:23]=1)[O:20][CH:19]=[CH:18][C:17]2=[O:24], predict the reaction product. The product is: [O:24]=[C:17]1[C:16]2[C:21](=[CH:22][CH:23]=[C:14]([C:4]3[CH:12]=[CH:11][C:7]([C:8]([OH:10])=[O:9])=[CH:6][CH:5]=3)[CH:15]=2)[O:20][CH:19]=[CH:18]1. (2) Given the reactants [Cl:1][C:2]1[N:3]=[C:4]2[NH:12][C@H:11]([C:13]([F:16])([F:15])[F:14])[CH2:10][CH2:9][N:5]2[C:6](=[O:8])[CH:7]=1.Br.Br[CH2:19][C:20]([C:22]1[CH:31]=[N:30][C:29]2[NH:28][CH2:27][CH2:26][O:25][C:24]=2[CH:23]=1)=[O:21], predict the reaction product. The product is: [Cl:1][C:2]1[N:3]=[C:4]2[N:12]([CH2:19][C:20]([C:22]3[CH:31]=[N:30][C:29]4[NH:28][CH2:27][CH2:26][O:25][C:24]=4[CH:23]=3)=[O:21])[C@H:11]([C:13]([F:14])([F:15])[F:16])[CH2:10][CH2:9][N:5]2[C:6](=[O:8])[CH:7]=1. (3) Given the reactants [CH3:1][NH:2][C:3]1[CH:8]=[CH:7][C:6]([C:9]2[S:10][C:11]3[CH:17]=[C:16]([OH:18])[CH:15]=[CH:14][C:12]=3[CH:13]=2)=[CH:5][CH:4]=1.C(=O)([O-])[O-].[K+].[K+].[Si:25]([O:32][CH:33](Br)[CH3:34])([C:28]([CH3:31])([CH3:30])[CH3:29])([CH3:27])[CH3:26].[Cl-].[NH4+], predict the reaction product. The product is: [CH3:1][NH:2][C:3]1[CH:8]=[CH:7][C:6]([C:9]2[S:10][C:11]3[CH:17]=[C:16]([O:18][CH2:34][CH2:33][O:32][Si:25]([C:28]([CH3:31])([CH3:30])[CH3:29])([CH3:27])[CH3:26])[CH:15]=[CH:14][C:12]=3[CH:13]=2)=[CH:5][CH:4]=1. (4) Given the reactants Br[C:2]1[CH:7]=[CH:6][C:5]([N:8]2[CH2:12][CH2:11][C@@H:10]3[CH2:13][N:14]([CH3:16])[CH2:15][C@H:9]23)=[CH:4][CH:3]=1.CC1(C)C(C)(C)OB([C:25]2[CH:26]=[CH:27][C:28]([C:31]#[N:32])=[N:29][CH:30]=2)O1.C([C:36]1[CH:41]=[CH:40][C:39](B(O)O)=[CH:38][CH:37]=1)#N, predict the reaction product. The product is: [CH3:16][N:14]1[CH2:13][C@@H:10]2[C@@H:9]([N:8]([C:5]3[CH:6]=[CH:7][C:2]([C:36]4[CH:41]=[CH:40][C:39]([C:25]5[CH:26]=[CH:27][C:28]([C:31]#[N:32])=[N:29][CH:30]=5)=[CH:38][CH:37]=4)=[CH:3][CH:4]=3)[CH2:12][CH2:11]2)[CH2:15]1. (5) Given the reactants [CH3:1][C:2]1[CH:3]=[C:4]([N+:10]([O-:12])=[O:11])[C:5](=O)[NH:6][C:7]=1[CH3:8].P(Cl)(Cl)(Cl)(Cl)[Cl:14], predict the reaction product. The product is: [Cl:14][C:5]1[C:4]([N+:10]([O-:12])=[O:11])=[CH:3][C:2]([CH3:1])=[C:7]([CH3:8])[N:6]=1. (6) Given the reactants [C:1]([C:9]1[CH:17]=[CH:16][C:12]([C:13](Cl)=[O:14])=[CH:11][CH:10]=1)(=[O:8])[C:2]1[CH:7]=[CH:6][CH:5]=[CH:4][CH:3]=1.[NH2:18][CH2:19][CH2:20][CH2:21][CH2:22][CH2:23][CH2:24][CH2:25][CH2:26][CH2:27][CH2:28][C:29]([OH:31])=[O:30].[OH-].[Na+].Cl, predict the reaction product. The product is: [C:1]([C:9]1[CH:17]=[CH:16][C:12]([C:13]([NH:18][CH2:19][CH2:20][CH2:21][CH2:22][CH2:23][CH2:24][CH2:25][CH2:26][CH2:27][CH2:28][C:29]([OH:31])=[O:30])=[O:14])=[CH:11][CH:10]=1)(=[O:8])[C:2]1[CH:7]=[CH:6][CH:5]=[CH:4][CH:3]=1. (7) Given the reactants [Cl:1][C:2]1[CH:9]=[C:8]([F:10])[CH:7]=[CH:6][C:3]=1[CH:4]=O.[C:11]([O:15][C:16](=[O:21])[NH:17][CH2:18][CH2:19][NH2:20])([CH3:14])([CH3:13])[CH3:12].[BH4-].[Na+], predict the reaction product. The product is: [C:11]([O:15][C:16](=[O:21])[NH:17][CH2:18][CH2:19][NH:20][CH2:4][C:3]1[CH:6]=[CH:7][C:8]([F:10])=[CH:9][C:2]=1[Cl:1])([CH3:14])([CH3:12])[CH3:13].